This data is from Full USPTO retrosynthesis dataset with 1.9M reactions from patents (1976-2016). The task is: Predict the reactants needed to synthesize the given product. (1) Given the product [C:27]([Cl:20])(=[O:10])[C:21]1[CH:26]=[CH:25][CH:24]=[CH:23][CH:22]=1, predict the reactants needed to synthesize it. The reactants are: C1(N2CC[O:10]CC2)CCCCC=1.C(N(CC)CC)C.[ClH:20].[C:21]1([CH3:27])[CH:26]=[CH:25][CH:24]=[CH:23][CH:22]=1. (2) Given the product [ClH:90].[C:6]([CH2:50][CH2:49][CH2:48][NH:52][C:53](=[O:88])[C@H:54]([CH3:87])[CH2:55][C@H:56]([OH:86])[C@@H:57]([NH2:78])[CH2:58][C@@H:59]([CH:75]([CH3:76])[CH3:77])[CH2:60][C:61]1[CH:66]=[CH:65][C:64]([O:67][CH3:68])=[C:63]([O:69][CH2:70][CH2:71][CH2:72][O:73][CH3:74])[CH:62]=1)(=[O:5])[NH2:8], predict the reactants needed to synthesize it. The reactants are: C([O:5][C:6]([NH:8][C@H](C1C[C@@H](C)C(=O)O1)C[C@@H](C(C)C)CC1C=CC(OC)=C(OCCCOC)C=1)=O)(C)(C)C.C1(C)C=CC(S(O)(=O)=O)=CC=1.[CH2:48]([NH:52][C:53](=[O:88])[C@H:54]([CH3:87])[CH2:55][C@H:56]([OH:86])[C@@H:57]([NH:78]C(OC(C)(C)C)=O)[CH2:58][C@@H:59]([CH:75]([CH3:77])[CH3:76])[CH2:60][C:61]1[CH:66]=[CH:65][C:64]([O:67][CH3:68])=[C:63]([O:69][CH2:70][CH2:71][CH2:72][O:73][CH3:74])[CH:62]=1)[CH2:49][CH2:50]C.C(Cl)(Cl)[Cl:90]. (3) Given the product [N+:1]([C:4]1[CH:15]=[CH:14][C:7]2[N:8]=[C:9]([NH:13][C:18](=[O:19])[C:17]([F:28])([F:27])[F:16])[N:10]=[N+:11]([O-:12])[C:6]=2[CH:5]=1)([O-:3])=[O:2], predict the reactants needed to synthesize it. The reactants are: [N+:1]([C:4]1[CH:15]=[CH:14][C:7]2[N:8]=[C:9]([NH2:13])[N:10]=[N+:11]([O-:12])[C:6]=2[CH:5]=1)([O-:3])=[O:2].[F:16][C:17]([F:28])([F:27])[C:18](O[C:18](=[O:19])[C:17]([F:28])([F:27])[F:16])=[O:19]. (4) Given the product [Cl:28][C:20]1[S:19][C:18]([NH:17][C:16]([NH:15][C:9]2[CH:10]=[CH:11][C:12]([CH3:14])=[CH:13][C:8]=2[C:6]([CH:1]2[CH2:5][CH2:4][CH2:3][CH2:2]2)=[O:7])=[O:27])=[N:22][C:21]=1[CH2:23][C:24]([OH:26])=[O:25], predict the reactants needed to synthesize it. The reactants are: [CH:1]1([C:6]([C:8]2[CH:13]=[C:12]([CH3:14])[CH:11]=[CH:10][C:9]=2[NH:15][C:16](=[O:27])[NH:17][C:18]2[S:19][CH:20]=[C:21]([CH2:23][C:24]([OH:26])=[O:25])[N:22]=2)=[O:7])[CH2:5][CH2:4][CH2:3][CH2:2]1.[Cl:28]N1C(=O)CCC1=O. (5) Given the product [NH2:1][C:2]1[C:11]2[C:6](=[CH:7][CH:8]=[C:9]([N:12]3[C:17]([Cl:18])=[C:16]([S:19][CH3:20])[CH:15]([NH2:14])[N:35]([C:32]4[CH:33]=[C:34]5[C:29](=[CH:30][CH:31]=4)[N:28]=[C:27]([CH3:36])[CH:26]=[C:25]5[NH2:24])[CH:13]3[NH2:22])[CH:10]=2)[N:5]=[C:37]([CH3:38])[CH:3]=1, predict the reactants needed to synthesize it. The reactants are: [NH2:1][C:2]1[C:11]2[C:6](=[CH:7][CH:8]=[C:9]([N:12]3[C:17]([Cl:18])=[C:16]([S:19][CH3:20])[C:15](Cl)=[N:14][CH:13]3[NH2:22])[CH:10]=2)[N:5]=C(C)[CH:3]=1.[NH2:24][C:25]1[C:34]2[C:29](=[CH:30][CH:31]=[C:32]([NH2:35])[CH:33]=2)[N:28]=[C:27]([CH3:36])[CH:26]=1.[CH2:37](O)[CH3:38]. (6) Given the product [OH:19][C:18]([CH3:6])([C:20]#[C:1][CH:2]([CH3:5])[CH3:3])[C:17]([O:22][CH2:23][CH3:24])=[O:21], predict the reactants needed to synthesize it. The reactants are: [CH3:1][CH:2]([CH3:5])[C:3]#C.[CH2:6]([Li])CCC.CCCCCC.[C:17]([O:22][CH2:23][CH3:24])(=[O:21])[C:18]([CH3:20])=[O:19]. (7) Given the product [C:6]([N:2]([CH3:1])[CH2:3][CH2:4][NH2:5])([C:19]1[CH:24]=[CH:23][CH:22]=[CH:21][CH:20]=1)([C:13]1[CH:18]=[CH:17][CH:16]=[CH:15][CH:14]=1)[C:7]1[CH:12]=[CH:11][CH:10]=[CH:9][CH:8]=1, predict the reactants needed to synthesize it. The reactants are: [CH3:1][NH:2][CH2:3][CH2:4][NH2:5].[C:6](Cl)([C:19]1[CH:24]=[CH:23][CH:22]=[CH:21][CH:20]=1)([C:13]1[CH:18]=[CH:17][CH:16]=[CH:15][CH:14]=1)[C:7]1[CH:12]=[CH:11][CH:10]=[CH:9][CH:8]=1.